Predict the reaction yield, written as a fraction of the theoretical maximum amount of product (1.0 means a 100% yield; for example, 0.34 means a 34% yield). From a dataset of Reaction yield outcomes from USPTO patents with 853,638 reactions. (1) The yield is 0.160. The product is [Cl:1][C:2]1[CH:3]=[C:4]([CH:9]2[CH:10]([CH:26]([OH:28])[CH3:27])[CH2:11][N:12]([C:14]([N:16]3[CH2:17][CH2:18][N:19]([S:22]([CH3:25])(=[O:23])=[O:24])[CH2:20][CH2:21]3)=[O:15])[CH2:13]2)[CH:5]=[CH:6][C:7]=1[Cl:8]. The reactants are [Cl:1][C:2]1[CH:3]=[C:4]([CH:9]2[CH2:13][N:12]([C:14]([N:16]3[CH2:21][CH2:20][N:19]([S:22]([CH3:25])(=[O:24])=[O:23])[CH2:18][CH2:17]3)=[O:15])[CH2:11][CH:10]2[C:26](=[O:28])[CH3:27])[CH:5]=[CH:6][C:7]=1[Cl:8].[Li+].[BH4-]. The catalyst is CO. (2) The reactants are [F:1][CH:2]([F:26])[O:3][C:4]1[CH:9]=[CH:8][CH:7]=[CH:6][C:5]=1[N:10]1[CH:15]=[C:14]([O:16][CH3:17])[C:13](=[O:18])[C:12]([C:19](=O)[CH:20]=[CH:21][N:22](C)C)=[N:11]1.[C:27]1([NH:33]N)[CH:32]=[CH:31][CH:30]=[CH:29][CH:28]=1. The catalyst is CC(O)=O. The product is [F:1][CH:2]([F:26])[O:3][C:4]1[CH:9]=[CH:8][CH:7]=[CH:6][C:5]=1[N:10]1[CH:15]=[C:14]([O:16][CH3:17])[C:13](=[O:18])[C:12]([C:19]2[N:33]([C:27]3[CH:32]=[CH:31][CH:30]=[CH:29][CH:28]=3)[N:22]=[CH:21][CH:20]=2)=[N:11]1. The yield is 0.680.